This data is from Peptide-MHC class II binding affinity with 134,281 pairs from IEDB. The task is: Regression. Given a peptide amino acid sequence and an MHC pseudo amino acid sequence, predict their binding affinity value. This is MHC class II binding data. (1) The peptide sequence is WCPDSMEYNCPNLSP. The MHC is HLA-DQA10103-DQB10603 with pseudo-sequence HLA-DQA10103-DQB10603. The binding affinity (normalized) is 0. (2) The peptide sequence is SYRLRFSKRDARRER. The MHC is DRB1_1302 with pseudo-sequence DRB1_1302. The binding affinity (normalized) is 0.374. (3) The peptide sequence is GVKPTHISYIMLIFF. The MHC is DRB1_0404 with pseudo-sequence DRB1_0404. The binding affinity (normalized) is 0.640. (4) The peptide sequence is TLWQRPLVTIKIGGQLKEAL. The MHC is H-2-IAd with pseudo-sequence H-2-IAd. The binding affinity (normalized) is 0.765. (5) The peptide sequence is SNVTFTVNQTSRLLM. The MHC is HLA-DQA10102-DQB10501 with pseudo-sequence HLA-DQA10102-DQB10501. The binding affinity (normalized) is 0.657. (6) The peptide sequence is YPMEIRPRKTHESHL. The MHC is DRB3_0301 with pseudo-sequence DRB3_0301. The binding affinity (normalized) is 0.341. (7) The peptide sequence is LGAVYRYKKLKEMSA. The binding affinity (normalized) is 0.186. The MHC is DRB1_0301 with pseudo-sequence DRB1_0301. (8) The peptide sequence is YDKFLANVSTVLTGC. The MHC is DRB1_0701 with pseudo-sequence DRB1_0701. The binding affinity (normalized) is 0.640. (9) The peptide sequence is GRKRPIVRILRRVHH. The MHC is DRB1_1501 with pseudo-sequence DRB1_1501. The binding affinity (normalized) is 0.604.